This data is from Forward reaction prediction with 1.9M reactions from USPTO patents (1976-2016). The task is: Predict the product of the given reaction. (1) Given the reactants [CH2:1]([O:8][C:9]([N:11]([CH3:28])[CH2:12][CH2:13][CH2:14][N:15]([CH3:27])[C:16]([C:18]1[N:23]=[CH:22][C:21]([C:24](O)=[O:25])=[CH:20][CH:19]=1)=[O:17])=[O:10])[C:2]1[CH:7]=[CH:6][CH:5]=[CH:4][CH:3]=1.B.O1CCCC1.CO, predict the reaction product. The product is: [OH:25][CH2:24][C:21]1[CH:20]=[CH:19][C:18]([C:16]([N:15]([CH3:27])[CH2:14][CH2:13][CH2:12][N:11]([CH3:28])[C:9](=[O:10])[O:8][CH2:1][C:2]2[CH:3]=[CH:4][CH:5]=[CH:6][CH:7]=2)=[O:17])=[N:23][CH:22]=1. (2) Given the reactants Cl[C:2]1[N:7]=[C:6]([NH:8][C:9]2[CH:14]=[CH:13][CH:12]=[C:11]([N+:15]([O-:17])=[O:16])[CH:10]=2)[C:5]([F:18])=[CH:4][N:3]=1.[CH3:19][O:20][CH2:21][CH2:22][O:23][CH2:24][O:25][C:26]1[CH:32]=[CH:31][C:29]([NH2:30])=[CH:28][CH:27]=1.CCCCCC.C(OCC)(=O)C, predict the reaction product. The product is: [F:18][C:5]1[C:6]([NH:8][C:9]2[CH:14]=[CH:13][CH:12]=[C:11]([N+:15]([O-:17])=[O:16])[CH:10]=2)=[N:7][C:2]([NH:30][C:29]2[CH:31]=[CH:32][C:26]([O:25][CH2:24][O:23][CH2:22][CH2:21][O:20][CH3:19])=[CH:27][CH:28]=2)=[N:3][CH:4]=1. (3) The product is: [Cl:35][C:29]1[CH:30]=[C:31]([F:34])[CH:32]=[CH:33][C:28]=1[C@@H:19]1[N:20]=[C:21]([C:23]2[S:24][CH:25]=[CH:26][N:27]=2)[NH:22][C:17]([CH2:16][N:6]2[CH2:7][C:3]([F:2])([F:14])[CH2:4][C@@H:5]2[CH:8]([CH3:13])[CH2:9][C:10]([OH:12])=[O:11])=[C:18]1[C:36]([O:38][CH3:39])=[O:37]. Given the reactants Cl.[F:2][C:3]1([F:14])[CH2:7][NH:6][C@@H:5]([CH:8]([CH3:13])[CH2:9][C:10]([OH:12])=[O:11])[CH2:4]1.Br[CH2:16][C:17]1[NH:22][C:21]([C:23]2[S:24][CH:25]=[CH:26][N:27]=2)=[N:20][C@@H:19]([C:28]2[CH:33]=[CH:32][C:31]([F:34])=[CH:30][C:29]=2[Cl:35])[C:18]=1[C:36]([O:38][CH3:39])=[O:37].C(=O)([O-])[O-].[K+].[K+], predict the reaction product. (4) The product is: [NH2:9][C:10]1[C:11]2[C:37]([CH3:44])([C:38]([NH:40][CH:41]3[CH2:43][CH2:42]3)=[O:39])[C:36](=[O:45])[NH:35][C:12]=2[N:13]=[C:14]([C:16]2[C:24]3[C:19](=[N:20][C:21]([CH3:4])=[CH:22][CH:23]=3)[N:18]([CH2:26][CH2:27][C:28]([F:34])([F:33])[C:29]([F:32])([F:31])[F:30])[N:17]=2)[N:15]=1. Given the reactants C[Mg]Br.[CH2:4]1COCC1.[NH2:9][C:10]1[C:11]2[C:37]([CH3:44])([C:38]([NH:40][CH:41]3[CH2:43][CH2:42]3)=[O:39])[C:36](=[O:45])[NH:35][C:12]=2[N:13]=[C:14]([C:16]2[C:24]3[C:19](=[N:20][C:21](Cl)=[CH:22][CH:23]=3)[N:18]([CH2:26][CH2:27][C:28]([F:34])([F:33])[C:29]([F:32])([F:31])[F:30])[N:17]=2)[N:15]=1.Cl, predict the reaction product. (5) The product is: [CH:1]([C:4]1[N:8]2[CH:9]=[C:10]([C:13]#[CH:14])[CH:11]=[CH:12][C:7]2=[N:6][N:5]=1)([CH3:3])[CH3:2]. Given the reactants [CH:1]([C:4]1[N:8]2[CH:9]=[C:10]([C:13]#[C:14][Si](C)(C)C)[CH:11]=[CH:12][C:7]2=[N:6][N:5]=1)([CH3:3])[CH3:2].C(=O)([O-])[O-].[K+].[K+], predict the reaction product.